This data is from Forward reaction prediction with 1.9M reactions from USPTO patents (1976-2016). The task is: Predict the product of the given reaction. (1) Given the reactants [NH2:1][CH:2]1[CH2:14][O:13][C:12]2[CH:11]=[CH:10][C:9]3[CH2:8][NH:7][C:6](=[O:15])[C:5]=3[C:4]=2[CH2:3]1.[F:16][C:17]1[CH:18]=[C:19]2[C:27](=[CH:28][CH:29]=1)[NH:26][C:25]1[CH2:24][CH2:23][CH:22]([CH:30]=O)[CH2:21][C:20]2=1.C(O)(=O)C.[BH3-]C#N.[Na+], predict the reaction product. The product is: [F:16][C:17]1[CH:18]=[C:19]2[C:27](=[CH:28][CH:29]=1)[NH:26][C:25]1[CH2:24][CH2:23][CH:22]([CH2:30][NH:1][CH:2]3[CH2:14][O:13][C:12]4[CH:11]=[CH:10][C:9]5[CH2:8][NH:7][C:6](=[O:15])[C:5]=5[C:4]=4[CH2:3]3)[CH2:21][C:20]2=1. (2) The product is: [Cl:10][C:11]1[CH:16]=[CH:15][C:14]([C:17]2[CH:18]=[CH:19][C:20]([C:23]#[C:24][C:25]3[CH:30]=[CH:29][C:28]([NH:32][CH2:33][C@@H:34]4[CH2:38][CH2:37][CH2:36][N:35]4[C:39]([O:41][C:42]([CH3:45])([CH3:44])[CH3:43])=[O:40])=[CH:27][CH:26]=3)=[N:21][CH:22]=2)=[CH:13][CH:12]=1. Given the reactants O.P([O-])([O-])([O-])=O.[K+].[K+].[K+].[Cl:10][C:11]1[CH:16]=[CH:15][C:14]([C:17]2[CH:18]=[CH:19][C:20]([C:23]#[C:24][C:25]3[CH:30]=[CH:29][C:28](I)=[CH:27][CH:26]=3)=[N:21][CH:22]=2)=[CH:13][CH:12]=1.[NH2:32][CH2:33][C@@H:34]1[CH2:38][CH2:37][CH2:36][N:35]1[C:39]([O:41][C:42]([CH3:45])([CH3:44])[CH3:43])=[O:40].C(N(CC)C(=O)C1C(=CC=CC=1)O)C.N, predict the reaction product.